Task: Predict the reaction yield, written as a fraction of the theoretical maximum amount of product (1.0 means a 100% yield; for example, 0.34 means a 34% yield).. Dataset: Reaction yield outcomes from USPTO patents with 853,638 reactions (1) The reactants are Br[CH:2]1[CH2:6][CH2:5][N:4]([C:7]2[CH:8]=[N:9][N:10]([C:15]3[CH:20]=[CH:19][C:18]([Cl:21])=[CH:17][CH:16]=3)[C:11]=2[CH:12]([CH3:14])[CH3:13])[C:3]1=[O:22].[CH2:23]([C:25]1[NH:26][CH:27]=[C:28]([C:30]([F:33])([F:32])[F:31])[N:29]=1)[CH3:24].C([O-])([O-])=O.[K+].[K+]. The catalyst is CN(C=O)C. The product is [Cl:21][C:18]1[CH:19]=[CH:20][C:15]([N:10]2[C:11]([CH:12]([CH3:14])[CH3:13])=[C:7]([N:4]3[CH2:5][CH2:6][CH:2]([N:26]4[CH:27]=[C:28]([C:30]([F:31])([F:32])[F:33])[N:29]=[C:25]4[CH2:23][CH3:24])[C:3]3=[O:22])[CH:8]=[N:9]2)=[CH:16][CH:17]=1. The yield is 0.0100. (2) The reactants are C(N(CC)CC)C.[F:8][C:9]1[CH:14]=[CH:13][C:12]([CH3:15])=[CH:11][C:10]=1[OH:16].[C:17]1(B(O)O)[CH:22]=[CH:21][CH:20]=[CH:19][CH:18]=1. The catalyst is C([O-])(=O)C.[Cu+2].C([O-])(=O)C.C(Cl)Cl. The product is [F:8][C:9]1[CH:14]=[CH:13][C:12]([CH3:15])=[CH:11][C:10]=1[O:16][C:17]1[CH:22]=[CH:21][CH:20]=[CH:19][CH:18]=1. The yield is 0.290. (3) The reactants are F[C:2]1[CH:19]=[CH:18][C:17]([I:20])=[CH:16][C:3]=1[CH:4]=[N:5][NH:6][C:7]1[CH:15]=[CH:14][C:10]([C:11]([OH:13])=[O:12])=[CH:9][CH:8]=1.CC(C)([O-])C.[K+].Cl. The catalyst is CN1C(=O)CCC1.O. The product is [I:20][C:17]1[CH:16]=[C:3]2[C:2](=[CH:19][CH:18]=1)[N:6]([C:7]1[CH:15]=[CH:14][C:10]([C:11]([OH:13])=[O:12])=[CH:9][CH:8]=1)[N:5]=[CH:4]2. The yield is 0.940.